Dataset: Forward reaction prediction with 1.9M reactions from USPTO patents (1976-2016). Task: Predict the product of the given reaction. (1) Given the reactants C(O[C:4](=[O:15])[CH2:5][C:6]([C:8]1[CH:13]=[C:12]([Cl:14])[CH:11]=[CH:10][N:9]=1)=O)C.Cl.[C:17]([C:20]1[CH:25]=[CH:24][CH:23]=[CH:22][N:21]=1)(=[NH:19])[NH2:18].[OH-].[Na+], predict the reaction product. The product is: [Cl:14][C:12]1[CH:11]=[CH:10][N:9]=[C:8]([C:6]2[N:19]=[C:17]([C:20]3[CH:25]=[CH:24][CH:23]=[CH:22][N:21]=3)[N:18]=[C:4]([OH:15])[CH:5]=2)[CH:13]=1. (2) Given the reactants [C:1]1(=O)[CH2:6][CH2:5][CH2:4][CH2:3][CH2:2]1.[N:8]1([C:15]([O:17][C:18]([CH3:21])([CH3:20])[CH3:19])=[O:16])[CH2:14][CH2:13][CH2:12][NH:11][CH2:10][CH2:9]1.CO.C([BH3-])#N.[Na+], predict the reaction product. The product is: [CH:1]1([N:11]2[CH2:12][CH2:13][CH2:14][N:8]([C:15]([O:17][C:18]([CH3:21])([CH3:20])[CH3:19])=[O:16])[CH2:9][CH2:10]2)[CH2:6][CH2:5][CH2:4][CH2:3][CH2:2]1.